Dataset: Forward reaction prediction with 1.9M reactions from USPTO patents (1976-2016). Task: Predict the product of the given reaction. (1) The product is: [C:16]1([CH3:33])[CH:17]=[C:18]([CH3:28])[CH:19]=[C:20]([CH3:24])[CH:21]=1. Given the reactants BrC1C=C(C2C=CC=C(C3C=N[C:21]4[C:16](=[C:17]5C=CC=[CH:28][C:18]5=[C:19]5C=CC=[CH:24][C:20]5=4)N=3)C=2)C=CC=1.N1C2C(=C3C=CC=CC3=C3C=CC=CC3=2)N=C[C:33]=1C1C=C(B2OC(C)(C)C(C)(C)O2)C=CC=1.CC1C=CC=CC=1P(C1C=CC=CC=1C)C1C=CC=CC=1C.C(=O)([O-])[O-].[K+].[K+], predict the reaction product. (2) Given the reactants [Cl:1][C:2]1[CH:7]=[CH:6][CH:5]=[C:4]([Cl:8])[C:3]=1Br.[C:10]([N:17]1[CH2:22][CH2:21][NH:20][CH2:19][CH2:18]1)([O:12][C:13]([CH3:16])([CH3:15])[CH3:14])=[O:11].C1C=CC(P(C2C(C3C(P(C4C=CC=CC=4)C4C=CC=CC=4)=CC=C4C=3C=CC=C4)=C3C(C=CC=C3)=CC=2)C2C=CC=CC=2)=CC=1.CC(C)([O-])C.[Na+], predict the reaction product. The product is: [C:13]([O:12][C:10]([N:17]1[CH2:22][CH2:21][N:20]([C:3]2[C:2]([Cl:1])=[CH:7][CH:6]=[CH:5][C:4]=2[Cl:8])[CH2:19][CH2:18]1)=[O:11])([CH3:16])([CH3:14])[CH3:15]. (3) The product is: [Cl:1][C:2]1[C:10]([NH:11][S:12]([CH2:15][CH2:16][CH3:17])(=[O:14])=[O:13])=[CH:9][CH:8]=[C:7]([F:18])[C:3]=1[C:4]([NH:30][C:27]1[CH:28]=[C:29]2[C:21]([O:20][CH3:19])=[N:22][NH:23][C:24]2=[N:25][CH:26]=1)=[O:6]. Given the reactants [Cl:1][C:2]1[C:10]([NH:11][S:12]([CH2:15][CH2:16][CH3:17])(=[O:14])=[O:13])=[CH:9][CH:8]=[C:7]([F:18])[C:3]=1[C:4]([OH:6])=O.[CH3:19][O:20][C:21]1[C:29]2[C:24](=[N:25][CH:26]=[C:27]([NH2:30])[CH:28]=2)[NH:23][N:22]=1.CCN=C=NCCCN(C)C.C1C=CC2N(O)N=NC=2C=1, predict the reaction product. (4) Given the reactants Cl[C:2]([O:4][CH2:5][CH3:6])=[O:3].C([N:14]1[CH2:26][C@H:25]2[C@H:17]([CH2:18][C:19]3[C:24]2=[CH:23][C:22]([Br:27])=[CH:21][C:20]=3[CH3:28])[CH2:16][CH2:15]1)C1C=CC=CC=1, predict the reaction product. The product is: [CH2:5]([O:4][C:2]([N:14]1[CH2:26][C@H:25]2[C@H:17]([CH2:18][C:19]3[C:24]2=[CH:23][C:22]([Br:27])=[CH:21][C:20]=3[CH3:28])[CH2:16][CH2:15]1)=[O:3])[CH3:6]. (5) Given the reactants [NH:1]1[C:5]2[CH:6]=[CH:7][CH:8]=[CH:9][C:4]=2[N:3]=[C:2]1[CH2:10][CH2:11][C:12]([O:14][CH2:15][CH3:16])=[O:13].[H-].[Na+].[CH2:19](Br)[C:20]1[CH:25]=[CH:24][CH:23]=[CH:22][CH:21]=1, predict the reaction product. The product is: [CH2:19]([N:1]1[C:5]2[CH:6]=[CH:7][CH:8]=[CH:9][C:4]=2[N:3]=[C:2]1[CH2:10][CH2:11][C:12]([O:14][CH2:15][CH3:16])=[O:13])[C:20]1[CH:25]=[CH:24][CH:23]=[CH:22][CH:21]=1.